Dataset: Forward reaction prediction with 1.9M reactions from USPTO patents (1976-2016). Task: Predict the product of the given reaction. Given the reactants [Cl:1][C:2]1[CH:3]=[C:4]([C:8]2[N:16]=[C:15]([CH:17]=[CH:18][O:19]CC)[N:14]=[C:13]3[C:9]=2[N:10]([CH2:29][C@H:30]2[CH2:35][CH2:34][C@H:33]([CH3:36])[CH2:32][CH2:31]2)[C:11]([N:22]2[CH2:27][CH2:26][O:25][CH2:24][C@H:23]2[CH3:28])=[N:12]3)[CH:5]=[CH:6][CH:7]=1.Cl, predict the reaction product. The product is: [Cl:1][C:2]1[CH:3]=[C:4]([C:8]2[N:16]=[C:15]([CH2:17][CH:18]=[O:19])[N:14]=[C:13]3[C:9]=2[N:10]([CH2:29][C@H:30]2[CH2:31][CH2:32][C@H:33]([CH3:36])[CH2:34][CH2:35]2)[C:11]([N:22]2[CH2:27][CH2:26][O:25][CH2:24][C@H:23]2[CH3:28])=[N:12]3)[CH:5]=[CH:6][CH:7]=1.